From a dataset of Forward reaction prediction with 1.9M reactions from USPTO patents (1976-2016). Predict the product of the given reaction. (1) Given the reactants [Cl:1][C:2]1[CH:3]=[C:4]([N:10]2[C:14]([CH3:15])=[C:13]([CH2:16][C:17]3[CH:25]=[CH:24][C:20]([C:21]([OH:23])=O)=[CH:19][CH:18]=3)[C:12]([CH3:26])=[N:11]2)[CH:5]=[CH:6][C:7]=1[C:8]#[N:9].[CH3:27][NH2:28].C1COCC1, predict the reaction product. The product is: [Cl:1][C:2]1[CH:3]=[C:4]([N:10]2[C:14]([CH3:15])=[C:13]([CH2:16][C:17]3[CH:25]=[CH:24][C:20]([C:21]([NH:28][CH3:27])=[O:23])=[CH:19][CH:18]=3)[C:12]([CH3:26])=[N:11]2)[CH:5]=[CH:6][C:7]=1[C:8]#[N:9]. (2) Given the reactants [Li+].CC([N-]C(C)C)C.C1COCC1.CCCCCC.Cl[Si:21]([CH3:24])([CH3:23])[CH3:22].[CH3:25][CH:26]([CH3:30])[C:27](=[O:29])[CH3:28], predict the reaction product. The product is: [CH3:22][Si:21]([CH3:24])([CH3:23])[O:29][C:27](=[CH2:28])[CH:26]([CH3:30])[CH3:25]. (3) Given the reactants C(OC(=O)[NH:7][C@H:8]([C:14]([N:16]1[CH2:20][C:19]([F:22])([F:21])[C:18]([F:24])([F:23])[CH2:17]1)=[O:15])[CH2:9][CH2:10][CH2:11][CH2:12][NH2:13])(C)(C)C.[CH3:26][C:27]1[C:28]([C:37]([Cl:39])=[O:38])=[N:29][C:30]2[C:35]([N:36]=1)=[CH:34][CH:33]=[CH:32][CH:31]=2, predict the reaction product. The product is: [ClH:39].[NH2:7][C@H:8]([C:14](=[O:15])[N:16]1[CH2:17][C:18]([F:23])([F:24])[C:19]([F:21])([F:22])[CH2:20]1)[CH2:9][CH2:10][CH2:11][CH2:12][NH:13][C:37]([C:28]1[C:27]([CH3:26])=[N:36][C:35]2[C:30](=[CH:31][CH:32]=[CH:33][CH:34]=2)[N:29]=1)=[O:38]. (4) The product is: [C:34]([O:38][C:25]([CH3:24])([CH3:16])[CH3:20])([CH3:37])([CH3:36])[CH3:35]. Given the reactants N1(CCCO)CCOCC1.ClC1C=C(C=C(F)C=1)N[C:16]1[C:25]2[C:20](=CC(F)=C([N+]([O-])=O)[CH:24]=2)N=CN=1.[C:34]([OH:38])([CH3:37])([CH3:36])[CH3:35], predict the reaction product.